From a dataset of Reaction yield outcomes from USPTO patents with 853,638 reactions. Predict the reaction yield, written as a fraction of the theoretical maximum amount of product (1.0 means a 100% yield; for example, 0.34 means a 34% yield). (1) The reactants are [OH:1][CH2:2][CH2:3][O:4][C:5]1([C:13]2[S:14][C:15]([C:18]3[CH:19]=[C:20]([N:25]([C:33]4[N:38]=[C:37]([C:39]([F:42])([F:41])[F:40])[CH:36]=[CH:35][N:34]=4)C(=O)OC(C)(C)C)[CH:21]=[C:22]([CH3:24])[CH:23]=3)=[CH:16][N:17]=2)[CH2:11][CH2:10][C:9](=[O:12])[NH:8][CH2:7][CH2:6]1.C(O)(C(F)(F)F)=O. The catalyst is C(#N)C.O. The product is [OH:1][CH2:2][CH2:3][O:4][C:5]1([C:13]2[S:14][C:15]([C:18]3[CH:19]=[C:20]([NH:25][C:33]4[N:38]=[C:37]([C:39]([F:40])([F:41])[F:42])[CH:36]=[CH:35][N:34]=4)[CH:21]=[C:22]([CH3:24])[CH:23]=3)=[CH:16][N:17]=2)[CH2:6][CH2:7][NH:8][C:9](=[O:12])[CH2:10][CH2:11]1. The yield is 0.770. (2) The reactants are [CH:1]1[CH:5]=[C:4]([CH2:6][C:7]2[NH:11][C:10](C=O)=[CH:9][CH:8]=2)[NH:3][CH:2]=1.C12C=C3N=C(C=C3)C=C3NC(C=C3)=CC3=NC(C=C3)=CC(N1)=CC=2. No catalyst specified. The product is [CH:9]1[CH:8]=[C:7]([CH2:6][C:4]2[NH:3][CH:2]=[CH:1][CH:5]=2)[NH:11][CH:10]=1. The yield is 0.460. (3) The reactants are C[O:2][C:3]([C:5]1[CH:6]=[CH:7][C:8]2[N:9]([CH:20]=[N:21][CH:22]=2)[C:10]=1[NH:11][C:12]1[CH:17]=[CH:16][C:15]([I:18])=[CH:14][C:13]=1[F:19])=[O:4].[OH-].[Na+]. No catalyst specified. The product is [F:19][C:13]1[CH:14]=[C:15]([I:18])[CH:16]=[CH:17][C:12]=1[NH:11][C:10]1[N:9]2[CH:20]=[N:21][CH:22]=[C:8]2[CH:7]=[CH:6][C:5]=1[C:3]([OH:4])=[O:2]. The yield is 1.00. (4) The reactants are [F:1][C:2]1[CH:8]=[CH:7][CH:6]=[C:5]([F:9])[C:3]=1[NH2:4].[C:10](Cl)(Cl)=[S:11].C(N(C(C)C)CC)(C)C. The catalyst is ClCCl. The product is [F:1][C:2]1[CH:8]=[CH:7][CH:6]=[C:5]([F:9])[C:3]=1[N:4]=[C:10]=[S:11]. The yield is 0.990. (5) The catalyst is C(Cl)Cl. The reactants are Cl.[CH3:2][NH:3][C:4]1[CH:5]=[C:6]([CH:10]=[CH:11][N:12]=1)[C:7]([OH:9])=O.Cl.[Cl:14][C:15]1[CH:20]=[CH:19][C:18]([CH:21]2[CH2:26][CH2:25][CH2:24][NH:23][CH2:22]2)=[C:17]([O:27][CH2:28][CH3:29])[CH:16]=1.C(N(CC)CC)C.CCCP(=O)=O.C(Cl)CCl. The yield is 0.0900. The product is [Cl:14][C:15]1[CH:20]=[CH:19][C:18]([CH:21]2[CH2:26][CH2:25][CH2:24][N:23]([C:7]([C:6]3[CH:10]=[CH:11][N:12]=[C:4]([NH:3][CH3:2])[CH:5]=3)=[O:9])[CH2:22]2)=[C:17]([O:27][CH2:28][CH3:29])[CH:16]=1. (6) The reactants are [ClH:1].O1CCOCC1.OC(C(F)(F)F)=O.[N:15]1([C:21]([N:23]2[CH2:28][CH2:27][N:26](C(OC(C)(C)C)=O)[CH2:25][CH:24]2[CH2:36][O:37][C:38]2[CH:39]=[N:40][CH:41]=[CH:42][CH:43]=2)=[O:22])[CH2:20][CH2:19][O:18][CH2:17][CH2:16]1. The catalyst is CO. The product is [ClH:1].[ClH:1].[O:18]1[CH2:19][CH2:20][N:15]([C:21]([N:23]2[CH2:28][CH2:27][NH:26][CH2:25][CH:24]2[CH2:36][O:37][C:38]2[CH:39]=[N:40][CH:41]=[CH:42][CH:43]=2)=[O:22])[CH2:16][CH2:17]1. The yield is 0.990.